This data is from Full USPTO retrosynthesis dataset with 1.9M reactions from patents (1976-2016). The task is: Predict the reactants needed to synthesize the given product. (1) Given the product [NH2:7][C@H:8]1[CH2:9][CH2:10][C@H:11]([CH2:14][NH:15][C:16]2[C:21]([N+:22]([O-:24])=[O:23])=[CH:20][N:19]=[C:18]([NH:25][CH2:26][C:27]3[CH:32]=[CH:31][CH:30]=[C:29]([N:33]4[CH2:38][CH2:37][CH2:36][CH2:35][CH2:34]4)[CH:28]=3)[N:17]=2)[CH2:12][CH2:13]1, predict the reactants needed to synthesize it. The reactants are: C(OC(=O)[NH:7][CH:8]1[CH2:13][CH2:12][CH:11]([CH2:14][NH:15][C:16]2[C:21]([N+:22]([O-:24])=[O:23])=[CH:20][N:19]=[C:18]([NH:25][CH2:26][C:27]3[CH:32]=[CH:31][CH:30]=[C:29]([N:33]4[CH2:38][CH2:37][CH2:36][CH2:35][CH2:34]4)[CH:28]=3)[N:17]=2)[CH2:10][CH2:9]1)(C)(C)C.C(O)(C(F)(F)F)=O. (2) Given the product [Cl:15][C:16]1[CH:17]=[CH:18][C:19]([OH:25])=[C:20](/[C:22](=[N:2]/[NH:1][C:3]([C:5]2[CH:6]=[C:7]([S:11]([NH2:14])(=[O:13])=[O:12])[CH:8]=[CH:9][CH:10]=2)=[O:4])/[CH3:23])[CH:21]=1, predict the reactants needed to synthesize it. The reactants are: [NH:1]([C:3]([C:5]1[CH:6]=[C:7]([S:11]([NH2:14])(=[O:13])=[O:12])[CH:8]=[CH:9][CH:10]=1)=[O:4])[NH2:2].[Cl:15][C:16]1[CH:17]=[CH:18][C:19]([OH:25])=[C:20]([C:22](=O)[CH3:23])[CH:21]=1. (3) Given the product [C:2]([C:4]1[CH:5]=[CH:6][N:7]=[C:8]([O:14][C@@H:15]2[CH2:20][CH2:19][C@@H:18]([CH3:21])[N:17]([C:29]([C:28]3[CH:32]=[CH:33][CH:34]=[CH:35][C:27]=3[C:41]3[N:37]=[CH:45][CH:44]=[CH:43][N:42]=3)=[O:31])[CH2:16]2)[C:9]=1[C:10]([O:12][CH3:13])=[O:11])#[N:3], predict the reactants needed to synthesize it. The reactants are: Cl.[C:2]([C:4]1[C:9]([C:10]([O:12][CH3:13])=[O:11])=[C:8]([O:14][C@@H:15]2[CH2:20][CH2:19][C@@H:18]([CH3:21])[NH:17][CH2:16]2)[N:7]=[CH:6][CH:5]=1)#[N:3].N1N([C:27]2[CH:35]=[CH:34][CH:33]=[CH:32][C:28]=2[C:29]([OH:31])=O)N=NC=1.O[N:37]1[C:41]2[N:42]=[CH:43][CH:44]=[CH:45]C=2N=N1.C(Cl)CCl. (4) Given the product [NH2:35][C:31]1[CH:30]=[CH:29][CH:28]=[C:27]2[C:32]=1[C:33](=[O:34])[C:15]1([NH:14][C:12]([C:6]3[CH:7]=[N:8][C:9]4[C:4]([C:5]=3[O:39][CH3:40])=[CH:3][C:2]([F:1])=[CH:11][CH:10]=4)=[O:13])[C:19]3[CH:20]=[CH:21][C:22]([CH:24]([CH3:25])[CH3:26])=[CH:23][C:18]=3[O:17][C:16]12[OH:38], predict the reactants needed to synthesize it. The reactants are: [F:1][C:2]1[CH:3]=[C:4]2[C:9](=[CH:10][CH:11]=1)[N:8]=[CH:7][C:6]([C:12]([NH:14][C:15]13[C:33](=[O:34])[C:32]4[C:27](=[CH:28][CH:29]=[CH:30][C:31]=4[N+:35]([O-])=O)[C:16]1([OH:38])[O:17][C:18]1[CH:23]=[C:22]([CH:24]([CH3:26])[CH3:25])[CH:21]=[CH:20][C:19]=13)=[O:13])=[C:5]2[O:39][CH3:40]. (5) Given the product [CH2:16]([N:19]1[C:27](=[O:28])[C:26]2[C:21](=[N:22][C:23]([NH:1][C:2]3[CH:7]=[CH:6][C:5]([N:8]4[CH2:12][CH2:11][C@@H:10]([N:13]([CH3:15])[CH3:14])[CH2:9]4)=[CH:4][CH:3]=3)=[N:24][CH:25]=2)[N:20]1[C:31]1[N:36]=[C:35]([N:37]2[CH:42]=[CH:41][CH:40]=[CH:39][C:38]2=[O:43])[CH:34]=[CH:33][CH:32]=1)[CH:17]=[CH2:18], predict the reactants needed to synthesize it. The reactants are: [NH2:1][C:2]1[CH:7]=[CH:6][C:5]([N:8]2[CH2:12][CH2:11][C@@H:10]([N:13]([CH3:15])[CH3:14])[CH2:9]2)=[CH:4][CH:3]=1.[CH2:16]([N:19]1[C:27](=[O:28])[C:26]2[C:21](=[N:22][C:23](SC)=[N:24][CH:25]=2)[N:20]1[C:31]1[N:36]=[C:35]([N:37]2[CH:42]=[CH:41][CH:40]=[CH:39][C:38]2=[O:43])[CH:34]=[CH:33][CH:32]=1)[CH:17]=[CH2:18]. (6) Given the product [I:1][C:2]1[CH:8]=[C:7]([N+:9]([O-:11])=[O:10])[CH:6]=[C:5]([I:12])[CH:3]=1, predict the reactants needed to synthesize it. The reactants are: [I:1][C:2]1[CH:8]=[C:7]([N+:9]([O-:11])=[O:10])[CH:6]=[C:5]([I:12])[C:3]=1N.OS(O)(=O)=O.N([O-])=O.[Na+]. (7) Given the product [NH2:17][C:13]1[N:12]=[C:11]([N:8]2[C:9]3[C:5](=[CH:4][CH:3]=[C:2]([C:27]#[C:26][C:20]([OH:19])([CH3:32])[C:21]([O:23][CH2:24][CH3:25])=[O:22])[CH:10]=3)[C:6]([CH3:18])=[N:7]2)[CH:16]=[CH:15][N:14]=1, predict the reactants needed to synthesize it. The reactants are: I[C:2]1[CH:10]=[C:9]2[C:5]([C:6]([CH3:18])=[N:7][N:8]2[C:11]2[CH:16]=[CH:15][N:14]=[C:13]([NH2:17])[N:12]=2)=[CH:4][CH:3]=1.[OH:19][C:20]([CH3:32])([C:26]#[C:27][Si](C)(C)C)[C:21]([O:23][CH2:24][CH3:25])=[O:22].CCCC[N+](CCCC)(CCCC)CCCC.[F-].C(=O)(O)[O-].[Na+]. (8) Given the product [N:31]1([C:28](=[O:30])[CH2:27][C:3]2[CH:4]=[CH:5][C:6]([O:8][CH2:9][CH2:10][C@@H:11]3[CH2:13][C@@H:12]3[CH:14]3[CH2:15][CH2:16][N:17]([C:20]([O:22][C:23]4([CH3:26])[CH2:24][CH2:25]4)=[O:21])[CH2:18][CH2:19]3)=[CH:7][C:2]=2[F:1])[CH2:34][CH2:33][CH2:32]1, predict the reactants needed to synthesize it. The reactants are: [F:1][C:2]1[CH:7]=[C:6]([O:8][CH2:9][CH2:10][C@@H:11]2[CH2:13][C@@H:12]2[CH:14]2[CH2:19][CH2:18][N:17]([C:20]([O:22][C:23]3([CH3:26])[CH2:25][CH2:24]3)=[O:21])[CH2:16][CH2:15]2)[CH:5]=[CH:4][C:3]=1[CH2:27][C:28]([OH:30])=O.[NH:31]1[CH2:34][CH2:33][CH2:32]1.C(N(CC)C(C)C)(C)C.CN(C(ON1N=NC2C=CC=NC1=2)=[N+](C)C)C.F[P-](F)(F)(F)(F)F. (9) Given the product [CH3:40][O:39][CH2:38][CH2:37][NH:36][S:33]([C:29]1[CH:30]=[CH:31][CH:32]=[C:27]([C:2]#[C:1][C:3]2[CH:4]=[N:5][N:6]3[C:11]([C:12]([F:14])([F:13])[F:15])=[CH:10][C:9]([C:16]4[CH:21]=[CH:20][C:19]([C:22]([F:25])([F:24])[F:23])=[CH:18][CH:17]=4)=[N:8][C:7]=23)[CH:28]=1)(=[O:34])=[O:35], predict the reactants needed to synthesize it. The reactants are: [C:1]([C:3]1[CH:4]=[N:5][N:6]2[C:11]([C:12]([F:15])([F:14])[F:13])=[CH:10][C:9]([C:16]3[CH:21]=[CH:20][C:19]([C:22]([F:25])([F:24])[F:23])=[CH:18][CH:17]=3)=[N:8][C:7]=12)#[CH:2].Br[C:27]1[CH:28]=[C:29]([S:33]([NH:36][CH2:37][CH2:38][O:39][CH3:40])(=[O:35])=[O:34])[CH:30]=[CH:31][CH:32]=1. (10) Given the product [Si:8]([O:15][CH2:16][CH2:17][CH2:18][CH2:19][CH2:20][CH2:21][CH2:22][CH2:23][CH2:24][CH2:25][CH2:26][CH2:27][CH2:28][CH2:29][C:30]1[C:31]([O:40][CH3:41])=[CH:32][C:33]([CH:38]=[O:39])=[CH:34][C:35]=1[O:36][CH3:37])([C:11]([CH3:14])([CH3:13])[CH3:12])([CH3:9])[CH3:10], predict the reactants needed to synthesize it. The reactants are: CN1CCOCC1.[Si:8]([O:15][CH2:16][CH2:17][CH2:18][CH2:19][CH2:20][CH2:21][CH2:22][CH2:23][CH2:24][CH2:25][CH2:26][CH2:27][CH2:28][CH2:29][C:30]1[C:35]([O:36][CH3:37])=[CH:34][C:33]([CH2:38][OH:39])=[CH:32][C:31]=1[O:40][CH3:41])([C:11]([CH3:14])([CH3:13])[CH3:12])([CH3:10])[CH3:9].